Dataset: Forward reaction prediction with 1.9M reactions from USPTO patents (1976-2016). Task: Predict the product of the given reaction. (1) Given the reactants [Cl:1][C:2]1[CH:7]=[CH:6][C:5]([C:8](=[O:18])[NH:9][CH2:10][C:11]2[CH:16]=[CH:15][CH:14]=[C:13]([Cl:17])[CH:12]=2)=[CH:4][C:3]=1[NH:19][C:20]([C:22]1[C:35](=[O:36])[NH:34][C:25]2[N:26]=[C:27](S(C)(=O)=O)[N:28]=[CH:29][C:24]=2[CH:23]=1)=[O:21].[NH2:37][C@H:38]1[CH2:43][CH2:42][C@H:41]([OH:44])[CH2:40][CH2:39]1.CN(C=O)C, predict the reaction product. The product is: [Cl:1][C:2]1[CH:7]=[CH:6][C:5]([C:8](=[O:18])[NH:9][CH2:10][C:11]2[CH:16]=[CH:15][CH:14]=[C:13]([Cl:17])[CH:12]=2)=[CH:4][C:3]=1[NH:19][C:20]([C:22]1[C:35](=[O:36])[NH:34][C:25]2[N:26]=[C:27]([NH:37][CH:38]3[CH2:43][CH2:42][CH:41]([OH:44])[CH2:40][CH2:39]3)[N:28]=[CH:29][C:24]=2[CH:23]=1)=[O:21]. (2) Given the reactants [Cl:1][C:2]1[C:15]2[C:14](=[O:16])[C:13]3[C:8](=[C:9](Cl)[CH:10]=[CH:11][CH:12]=3)[C:7](=O)[C:6]=2[CH:5]=[CH:4][CH:3]=1.O.[NH2:20][NH2:21], predict the reaction product. The product is: [Cl:1][C:2]1[CH:3]=[CH:4][CH:5]=[C:6]2[C:15]=1[C:14](=[O:16])[C:13]1[C:8]3[C:7]2=[N:21][NH:20][C:9]=3[CH:10]=[CH:11][CH:12]=1.